This data is from Forward reaction prediction with 1.9M reactions from USPTO patents (1976-2016). The task is: Predict the product of the given reaction. (1) Given the reactants [CH3:1][C:2]1[O:6][N:5]=[C:4]([C:7]2[CH:12]=[CH:11][CH:10]=[CH:9][CH:8]=2)[C:3]=1[CH2:13][OH:14].[H-].[Na+].Cl[C:18]1[N:19]=[N:20][C:21]([N:24]2[C:28]([CH3:29])=[CH:27][C:26]([CH3:30])=[N:25]2)=[CH:22][CH:23]=1, predict the reaction product. The product is: [CH3:30][C:26]1[CH:27]=[C:28]([CH3:29])[N:24]([C:21]2[N:20]=[N:19][C:18]([O:14][CH2:13][C:3]3[C:4]([C:7]4[CH:12]=[CH:11][CH:10]=[CH:9][CH:8]=4)=[N:5][O:6][C:2]=3[CH3:1])=[CH:23][CH:22]=2)[N:25]=1. (2) Given the reactants [Cl:1][C:2]1[CH:3]=[C:4]2[C:9](=[CH:10][CH:11]=1)[CH:8]=[C:7]([S:12]([N:15]([CH3:39])[C@H:16]1[CH2:20][CH2:19][N:18]([C:21]3[CH:22]=[C:23]4[C:27](=[CH:28][CH:29]=3)[CH:26]([N:30](C)[C:31](=O)C(F)(F)F)[CH2:25][CH2:24]4)[C:17]1=[O:38])(=[O:14])=[O:13])[CH:6]=[CH:5]2.C(=O)([O-])[O-].[K+].[K+], predict the reaction product. The product is: [NH3:15].[Cl:1][C:2]1[CH:3]=[C:4]2[C:9](=[CH:10][CH:11]=1)[CH:8]=[C:7]([S:12]([N:15]([CH3:39])[C@H:16]1[CH2:20][CH2:19][N:18]([C:21]3[CH:22]=[C:23]4[C:27](=[CH:28][CH:29]=3)[CH:26]([NH:30][CH3:31])[CH2:25][CH2:24]4)[C:17]1=[O:38])(=[O:13])=[O:14])[CH:6]=[CH:5]2. (3) Given the reactants [H-].[Na+].C[C:4](P(OC)(O)=O)([C:6]([O-:8])=[O:7])C.[C:14]([O:18][C:19]([NH:21][CH:22]([CH2:26][C:27]1[CH:32]=[CH:31][C:30]([O:33][C:34]2[CH:39]=[CH:38][CH:37]=[CH:36][C:35]=2[CH:40]=O)=[CH:29][CH:28]=1)[C:23]([OH:25])=[O:24])=[O:20])([CH3:17])([CH3:16])[CH3:15].[CH3:42]CCCCC, predict the reaction product. The product is: [CH3:42][O:8][C:6](=[O:7])[CH:4]=[CH:40][C:35]1[CH:36]=[CH:37][CH:38]=[CH:39][C:34]=1[O:33][C:30]1[CH:31]=[CH:32][C:27]([CH2:26][CH:22]([NH:21][C:19]([O:18][C:14]([CH3:15])([CH3:17])[CH3:16])=[O:20])[C:23]([OH:25])=[O:24])=[CH:28][CH:29]=1. (4) Given the reactants Cl[C:2]1[C:7]([C:8]2[CH:13]=[CH:12][C:11]([Cl:14])=[CH:10][CH:9]=2)=[C:6]([Cl:15])[N:5]=[CH:4][N:3]=1.C(N(C(C)C)CC)(C)C.[K].[CH2:26]([NH:33][S:34](=[O:37])(=[O:36])[NH2:35])[C:27]1[CH:32]=[CH:31][CH:30]=[CH:29][CH:28]=1, predict the reaction product. The product is: [Cl:15][C:6]1[N:5]=[CH:4][N:3]=[C:2]([NH:35][S:34](=[O:36])(=[O:37])[NH:33][CH2:26][C:27]2[CH:32]=[CH:31][CH:30]=[CH:29][CH:28]=2)[C:7]=1[C:8]1[CH:13]=[CH:12][C:11]([Cl:14])=[CH:10][CH:9]=1. (5) The product is: [C:2]1([S:8]([CH2:11][CH2:12][CH2:13][C:19](=[O:21])[CH3:20])(=[O:9])=[O:10])[CH:3]=[CH:4][CH:5]=[CH:6][CH:7]=1. Given the reactants Cl.[C:2]1([S:8]([CH2:11][CH2:12][CH:13]([C:19](=[O:21])[CH3:20])C(OCC)=O)(=[O:10])=[O:9])[CH:7]=[CH:6][CH:5]=[CH:4][CH:3]=1, predict the reaction product. (6) Given the reactants [Cl:1][C:2]1[C:3]([CH3:16])=[CH:4][C:5]([F:15])=[C:6]([CH:14]=1)[C:7]([NH:9][S:10]([CH3:13])(=[O:12])=[O:11])=[O:8].[Br:17]N1C(=O)CCC1=O.N(C(C)(C)C#N)=NC(C)(C)C#N, predict the reaction product. The product is: [Br:17][CH2:16][C:3]1[C:2]([Cl:1])=[CH:14][C:6]([C:7]([NH:9][S:10]([CH3:13])(=[O:12])=[O:11])=[O:8])=[C:5]([F:15])[CH:4]=1. (7) Given the reactants [N:1]1[CH:6]=[CH:5][C:4]([C:7]2[NH:16][C:10]3[N:11]=[CH:12][N:13]=[C:14]([NH2:15])[C:9]=3[CH:8]=2)=[CH:3][CH:2]=1.Cl[CH2:18][CH:19]=O, predict the reaction product. The product is: [N:1]1[CH:2]=[CH:3][C:4]([C:7]2[NH:16][C:10]3[N:11]=[CH:12][N:13]4[CH:18]=[CH:19][N:15]=[C:14]4[C:9]=3[CH:8]=2)=[CH:5][CH:6]=1. (8) The product is: [Si:1]([O:8][C:9]1[CH:10]=[C:11]([NH:16][C:17](=[O:28])[C:18]2[CH:23]=[CH:22][C:21]([C:24]([CH3:27])([CH3:26])[CH3:25])=[CH:20][CH:19]=2)[C:12]([NH:15][C:39]([C:35]2[CH:34]=[C:33]3[C:38]([C:30]([Br:29])=[CH:31][NH:32]3)=[CH:37][CH:36]=2)=[O:40])=[CH:13][CH:14]=1)([C:4]([CH3:7])([CH3:6])[CH3:5])([CH3:3])[CH3:2]. Given the reactants [Si:1]([O:8][C:9]1[CH:10]=[C:11]([NH:16][C:17](=[O:28])[C:18]2[CH:23]=[CH:22][C:21]([C:24]([CH3:27])([CH3:26])[CH3:25])=[CH:20][CH:19]=2)[C:12]([NH2:15])=[CH:13][CH:14]=1)([C:4]([CH3:7])([CH3:6])[CH3:5])([CH3:3])[CH3:2].[Br:29][C:30]1[C:38]2[C:33](=[CH:34][C:35]([C:39](O)=[O:40])=[CH:36][CH:37]=2)[NH:32][CH:31]=1, predict the reaction product. (9) The product is: [C@@H:18]([NH:17][C:9]1[CH:8]=[C:7]([CH:12]=[C:11]([O:13][CH:14]([F:16])[F:15])[N:10]=1)[C:6]([OH:22])=[O:5])([CH2:20][CH3:21])[CH3:19]. Given the reactants [OH-].[Na+].C([O:5][C:6](=[O:22])[C:7]1[CH:12]=[C:11]([O:13][CH:14]([F:16])[F:15])[N:10]=[C:9]([NH:17][C@H:18]([CH2:20][CH3:21])[CH3:19])[CH:8]=1)C.Cl, predict the reaction product.